This data is from Forward reaction prediction with 1.9M reactions from USPTO patents (1976-2016). The task is: Predict the product of the given reaction. (1) Given the reactants [NH2:1][C:2]1[C:11]2[N:12]=[C:13]([CH2:23][O:24][CH2:25][CH3:26])[N:14]([CH2:15][C:16]([NH:19][C:20](=[O:22])[CH3:21])([CH3:18])[CH3:17])[C:10]=2[C:9]2[CH:8]=[CH:7][C:6]([O:27][CH2:28][CH2:29][CH2:30][CH2:31][CH2:32][CH2:33][NH2:34])=[CH:5][C:4]=2[N:3]=1.[C:35](Cl)(=[O:37])[CH3:36].CS(OS(C)(=O)=O)(=O)=O, predict the reaction product. The product is: [C:35]([NH:34][CH2:33][CH2:32][CH2:31][CH2:30][CH2:29][CH2:28][O:27][C:6]1[CH:7]=[CH:8][C:9]2[C:10]3[N:14]([CH2:15][C:16]([NH:19][C:20](=[O:22])[CH3:21])([CH3:18])[CH3:17])[C:13]([CH2:23][O:24][CH2:25][CH3:26])=[N:12][C:11]=3[C:2]([NH2:1])=[N:3][C:4]=2[CH:5]=1)(=[O:37])[CH3:36]. (2) Given the reactants [C:1]([C:3]1[CH:4]=[C:5]([F:30])[C:6]([NH:14][C@H:15]2[CH2:19][CH2:18][N:17]([C:20]([O:22][CH2:23][C:24]3[CH:29]=[CH:28][CH:27]=[CH:26][CH:25]=3)=[O:21])[CH2:16]2)=[C:7]2[C:11]=1[NH:10][C:9]([CH3:12])=[C:8]2[CH3:13])#[N:2].C=O.[C:33](O)(=O)C.C([BH3-])#N.[Na+], predict the reaction product. The product is: [C:1]([C:3]1[CH:4]=[C:5]([F:30])[C:6]([N:14]([CH3:33])[C@H:15]2[CH2:19][CH2:18][N:17]([C:20]([O:22][CH2:23][C:24]3[CH:25]=[CH:26][CH:27]=[CH:28][CH:29]=3)=[O:21])[CH2:16]2)=[C:7]2[C:11]=1[NH:10][C:9]([CH3:12])=[C:8]2[CH3:13])#[N:2]. (3) Given the reactants [CH:1]1([CH:4]([OH:18])[C:5]2[CH:10]=[C:9]([CH3:11])[C:8]([N:12]=CN(C)C)=[C:7]([CH3:17])[CH:6]=2)[CH2:3][CH2:2]1.[OH-].[Li+].C(CN)O, predict the reaction product. The product is: [NH2:12][C:8]1[C:9]([CH3:11])=[CH:10][C:5]([CH:4]([CH:1]2[CH2:3][CH2:2]2)[OH:18])=[CH:6][C:7]=1[CH3:17]. (4) Given the reactants ClC(OC(Cl)=O)C.[CH2:8]([N:15]1[C:22](=[O:23])[CH:21]2[CH:17]([CH2:18][N:19](CC3C=CC=CC=3)[CH2:20]2)[C:16]1=[O:31])[C:9]1[CH:14]=[CH:13][CH:12]=[CH:11][CH:10]=1, predict the reaction product. The product is: [CH2:8]([N:15]1[C:16](=[O:31])[CH:17]2[CH:21]([CH2:20][NH:19][CH2:18]2)[C:22]1=[O:23])[C:9]1[CH:10]=[CH:11][CH:12]=[CH:13][CH:14]=1. (5) Given the reactants C[Si]([N-][Si](C)(C)C)(C)C.[Na+].[CH:11]1([OH:17])[CH2:16][CH2:15][CH2:14][CH2:13][CH2:12]1.Cl[C:19]1[CH:26]=[CH:25][C:22]([C:23]#[N:24])=[CH:21][N:20]=1.C([O-])(O)=O.[Na+], predict the reaction product. The product is: [CH:11]1([O:17][C:19]2[N:20]=[CH:21][C:22]([C:23]#[N:24])=[CH:25][CH:26]=2)[CH2:16][CH2:15][CH2:14][CH2:13][CH2:12]1.